Dataset: Forward reaction prediction with 1.9M reactions from USPTO patents (1976-2016). Task: Predict the product of the given reaction. (1) Given the reactants [Cl:1][C:2]1[CH:7]=[C:6]([Cl:8])[N:5]=[CH:4][C:3]=1[CH2:9][OH:10].CN(C)C=O.N1C=CN=C1.[C:21]([Si:25](Cl)([CH3:27])[CH3:26])([CH3:24])([CH3:23])[CH3:22], predict the reaction product. The product is: [Si:25]([O:10][CH2:9][C:3]1[C:2]([Cl:1])=[CH:7][C:6]([Cl:8])=[N:5][CH:4]=1)([C:21]([CH3:24])([CH3:23])[CH3:22])([CH3:27])[CH3:26]. (2) Given the reactants I[C:2]1[C:7]([C:8]([O:10][CH3:11])=[O:9])=[C:6]([CH3:12])[N:5]=[CH:4][CH:3]=1.[Br:13][C:14]1[CH:19]=[CH:18][C:17](B(O)O)=[C:16]([F:23])[C:15]=1[F:24].C([O-])([O-])=O.[Na+].[Na+], predict the reaction product. The product is: [Br:13][C:14]1[CH:19]=[CH:18][C:17]([C:2]2[C:7]([C:8]([O:10][CH3:11])=[O:9])=[C:6]([CH3:12])[N:5]=[CH:4][CH:3]=2)=[C:16]([F:23])[C:15]=1[F:24]. (3) Given the reactants [C:1]([O:4]C1C=C(Cl)C(OC2C=CC(NC(=O)C(C)C)=C(Br)C=2)=C(Cl)C=1C)(=[O:3])[CH3:2].C[Sn](C)(C)C.C(O[C:37]1[CH:42]=[C:41]([Cl:43])[C:40]([O:44][C:45]2[CH:50]=[CH:49][C:48]([NH:51][C:52](=[O:56])[CH:53]([CH3:55])[CH3:54])=[C:47]([CH3:57])[CH:46]=2)=[C:39]([Cl:58])[C:38]=1C)(=O)C, predict the reaction product. The product is: [Cl:43][C:41]1[CH:42]=[C:37]([CH2:2][C:1]([OH:4])=[O:3])[CH:38]=[C:39]([Cl:58])[C:40]=1[O:44][C:45]1[CH:50]=[CH:49][C:48]([NH:51][C:52](=[O:56])[CH:53]([CH3:55])[CH3:54])=[C:47]([CH3:57])[CH:46]=1. (4) Given the reactants [C:1]1([C:7]2[NH:16][C:10]3=[N:11][CH:12]=[C:13]([NH2:15])[CH:14]=[C:9]3[N:8]=2)[CH:6]=[CH:5][CH:4]=[CH:3][CH:2]=1.Cl[C:18]([O:20][CH:21]([CH:23]=[CH2:24])[CH3:22])=[O:19], predict the reaction product. The product is: [CH3:22][CH:21]([O:20][C:18](=[O:19])[NH:15][C:13]1[CH:14]=[C:9]2[N:8]=[C:7]([C:1]3[CH:2]=[CH:3][CH:4]=[CH:5][CH:6]=3)[NH:16][C:10]2=[N:11][CH:12]=1)[CH:23]=[CH2:24]. (5) The product is: [Cl:1][C:2]1[C:3](=[O:29])[N:4]([C:19]2[CH:20]=[C:21]([CH:25]=[CH:26][C:27]=2[F:28])[C:22]([NH2:31])=[O:23])[C:5]([CH3:18])=[CH:6][C:7]=1[O:8][CH2:9][C:10]1[CH:15]=[CH:14][C:13]([F:16])=[CH:12][C:11]=1[F:17]. Given the reactants [Cl:1][C:2]1[C:3](=[O:29])[N:4]([C:19]2[CH:20]=[C:21]([CH:25]=[CH:26][C:27]=2[F:28])[C:22](O)=[O:23])[C:5]([CH3:18])=[CH:6][C:7]=1[O:8][CH2:9][C:10]1[CH:15]=[CH:14][C:13]([F:16])=[CH:12][C:11]=1[F:17].C[N:31]1CCOCC1.ClC1N=C(OC)N=C(OC)N=1.[NH4+].[OH-], predict the reaction product. (6) The product is: [N:10]1([C:7]2[N:6]=[CH:5][C:4]([C:1](=[O:3])[CH3:2])=[CH:9][N:8]=2)[CH2:15][CH2:14][NH:13][CH2:12][CH2:11]1. Given the reactants [C:1]([C:4]1[CH:5]=[N:6][C:7]([N:10]2[CH2:15][CH2:14][N:13](C(OC(C)(C)C)=O)[CH2:12][CH2:11]2)=[N:8][CH:9]=1)(=[O:3])[CH3:2].C(OCC(F)(F)F)(=O)C.C(=O)([O-])[O-].[Na+].[Na+], predict the reaction product. (7) Given the reactants Br[C:2]1[CH:7]=[CH:6][C:5]([C:8]2[O:12][C:11]([CH3:13])=[N:10][CH:9]=2)=[C:4]([O:14][CH3:15])[CH:3]=1.[Cl:16][CH2:17][CH2:18][CH2:19][C:20]#[CH:21].C(N(CC)CC)C, predict the reaction product. The product is: [Cl:16][CH2:17][CH2:18][CH2:19][C:20]#[C:21][C:2]1[CH:7]=[CH:6][C:5]([C:8]2[O:12][C:11]([CH3:13])=[N:10][CH:9]=2)=[C:4]([O:14][CH3:15])[CH:3]=1.